This data is from Reaction yield outcomes from USPTO patents with 853,638 reactions. The task is: Predict the reaction yield, written as a fraction of the theoretical maximum amount of product (1.0 means a 100% yield; for example, 0.34 means a 34% yield). The reactants are O=P12OP3(OP(OP(O3)(O1)=O)(=O)O2)=O.C[Si](C)(C)O[Si](C)(C)C.[Cl:24][C:25]1[CH:33]=[CH:32][C:28]([C:29]([NH2:31])=O)=[CH:27][C:26]=1[N+:34]([O-:36])=[O:35].CO. The catalyst is C(Cl)(Cl)Cl.ClCCl. The product is [Cl:24][C:25]1[CH:33]=[CH:32][C:28]([C:29]#[N:31])=[CH:27][C:26]=1[N+:34]([O-:36])=[O:35]. The yield is 0.720.